Dataset: Catalyst prediction with 721,799 reactions and 888 catalyst types from USPTO. Task: Predict which catalyst facilitates the given reaction. (1) Reactant: [CH2:1]([O:8][CH2:9][CH:10]([OH:13])[CH2:11][Cl:12])[C:2]1[CH:7]=[CH:6][CH:5]=[CH:4][CH:3]=1.C([O-])(O)=O.[Na+].[Na+].[Br-].[O-]Cl.[Na+].[O-]S([O-])=O.[Na+].[Na+]. Product: [CH2:1]([O:8][CH2:9][C:10](=[O:13])[CH2:11][Cl:12])[C:2]1[CH:7]=[CH:6][CH:5]=[CH:4][CH:3]=1. The catalyst class is: 84. (2) Reactant: [C:1]([C:5]1[N:9]([CH3:10])[N:8]([CH2:11][CH:12]2[CH2:14][CH2:13]2)[C:7](=[NH:15])[CH:6]=1)([CH3:4])([CH3:3])[CH3:2].[OH-].[Na+].[Br:18][C:19]1[CH:27]=[CH:26][C:25]([C:28]([F:31])([F:30])[F:29])=[CH:24][C:20]=1[C:21](Cl)=[O:22]. Product: [C:1]([C:5]1[N:9]([CH3:10])[N:8]([CH2:11][CH:12]2[CH2:13][CH2:14]2)/[C:7](=[N:15]/[C:21](=[O:22])[C:20]2[CH:24]=[C:25]([C:28]([F:29])([F:30])[F:31])[CH:26]=[CH:27][C:19]=2[Br:18])/[CH:6]=1)([CH3:4])([CH3:2])[CH3:3]. The catalyst class is: 253. (3) Reactant: Cl.[CH3:2][C@H:3]1[CH2:8][NH:7][CH2:6][CH2:5][N:4]1[S:9]([C:12]1[CH:17]=[CH:16][C:15]([C:18]([F:21])([F:20])[F:19])=[CH:14][CH:13]=1)(=[O:11])=[O:10].C1C=CC2N(O)N=NC=2C=1.O.CN(C(ON1N=NC2C=CC=CC1=2)=[N+](C)C)C.F[P-](F)(F)(F)(F)F.[CH3:57][C:58]1[N:63]=[CH:62][C:61]([C:64]([OH:66])=[O:65])=[CH:60][CH:59]=1.CCN(C(C)C)C(C)C. Product: [CH:64]([OH:66])=[O:65].[CH3:2][C@H:3]1[CH2:8][N:7]([C:64]([C:61]2[CH:62]=[N:63][C:58]([CH3:57])=[CH:59][CH:60]=2)=[O:65])[CH2:6][CH2:5][N:4]1[S:9]([C:12]1[CH:13]=[CH:14][C:15]([C:18]([F:21])([F:19])[F:20])=[CH:16][CH:17]=1)(=[O:11])=[O:10]. The catalyst class is: 1.